This data is from NCI-60 drug combinations with 297,098 pairs across 59 cell lines. The task is: Regression. Given two drug SMILES strings and cell line genomic features, predict the synergy score measuring deviation from expected non-interaction effect. (1) Drug 2: C1CCC(C(C1)N)N.C(=O)(C(=O)[O-])[O-].[Pt+4]. Cell line: SK-MEL-28. Drug 1: CNC(=O)C1=CC=CC=C1SC2=CC3=C(C=C2)C(=NN3)C=CC4=CC=CC=N4. Synergy scores: CSS=5.31, Synergy_ZIP=0.449, Synergy_Bliss=5.34, Synergy_Loewe=-0.395, Synergy_HSA=1.99. (2) Drug 1: CC12CCC3C(C1CCC2=O)CC(=C)C4=CC(=O)C=CC34C. Drug 2: CCCCC(=O)OCC(=O)C1(CC(C2=C(C1)C(=C3C(=C2O)C(=O)C4=C(C3=O)C=CC=C4OC)O)OC5CC(C(C(O5)C)O)NC(=O)C(F)(F)F)O. Cell line: NCIH23. Synergy scores: CSS=47.3, Synergy_ZIP=-0.511, Synergy_Bliss=-1.63, Synergy_Loewe=0.347, Synergy_HSA=-0.0620.